Dataset: Full USPTO retrosynthesis dataset with 1.9M reactions from patents (1976-2016). Task: Predict the reactants needed to synthesize the given product. (1) Given the product [CH:25]1([CH2:28][O:29][C:30]2[N:31]=[CH:32][C:33]([C:2]3[N:7]4[N:8]=[C:9]([CH3:11])[CH:10]=[C:6]4[N:5]=[C:4]([NH:12][C:13](=[O:24])[C:14]4[CH:19]=[CH:18][C:17]([C:20]([OH:23])([CH3:22])[CH3:21])=[CH:16][CH:15]=4)[CH:3]=3)=[CH:34][CH:35]=2)[CH2:26][CH2:27]1, predict the reactants needed to synthesize it. The reactants are: Cl[C:2]1[N:7]2[N:8]=[C:9]([CH3:11])[CH:10]=[C:6]2[N:5]=[C:4]([NH:12][C:13](=[O:24])[C:14]2[CH:19]=[CH:18][C:17]([C:20]([OH:23])([CH3:22])[CH3:21])=[CH:16][CH:15]=2)[CH:3]=1.[CH:25]1([CH2:28][O:29][C:30]2[CH:35]=[CH:34][C:33](B3OC(C)(C)C(C)(C)O3)=[CH:32][N:31]=2)[CH2:27][CH2:26]1.O1CCOCC1. (2) Given the product [N+:13]([C:12]1[C:4]([N+:1]([O-:3])=[O:2])=[CH:5][C:6]2[NH:10][N:9]=[N:8][C:7]=2[CH:11]=1)([O-:15])=[O:14], predict the reactants needed to synthesize it. The reactants are: [N+:1]([C:4]1[CH:12]=[CH:11][C:7]2[NH:8][N:9]=[N:10][C:6]=2[CH:5]=1)([O-:3])=[O:2].[N+:13]([O-])([OH:15])=[O:14]. (3) The reactants are: [OH:1][N:2]1[C:6](=[O:7])[C:5]2=[CH:8][CH:9]=[CH:10][CH:11]=[C:4]2[C:3]1=[O:12].[CH2:13]([O:18][C:19]1[CH:26]=[CH:25][C:22]([CH2:23]O)=[CH:21][CH:20]=1)[CH2:14][CH2:15][CH2:16][CH3:17].C1(P(C2C=CC=CC=2)C2C=CC=CC=2)C=CC=CC=1.N(C(OCC)=O)=NC(OCC)=O. Given the product [CH2:13]([O:18][C:19]1[CH:26]=[CH:25][C:22]([CH2:23][O:1][N:2]2[C:3](=[O:12])[C:4]3[C:5](=[CH:8][CH:9]=[CH:10][CH:11]=3)[C:6]2=[O:7])=[CH:21][CH:20]=1)[CH2:14][CH2:15][CH2:16][CH3:17], predict the reactants needed to synthesize it. (4) Given the product [OH:1][C:2]1[C:8]([CH3:9])=[CH:7][C:5]([N:6]=[CH:12][O:26][CH3:23])=[C:4]([CH3:10])[CH:3]=1, predict the reactants needed to synthesize it. The reactants are: [OH:1][C:2]1[C:8]([CH3:9])=[CH:7][C:5]([NH2:6])=[C:4]([CH3:10])[CH:3]=1.O.[C:12]1(C)C=CC(S(O)(=O)=O)=CC=1.[C:23](=[O:26])([O-])O.[Na+]. (5) Given the product [CH:5]([OH:24])=[O:4].[C:20]([C:9]1[CH:8]=[C:7]([NH:6][C:5]([NH:53][C@@H:46]2[C:47]3[C:52](=[CH:51][CH:50]=[CH:49][CH:48]=3)[C@H:43]([O:42][C:39]3[CH:40]=[CH:41][C:36]4[N:37]([C:33]([C@@H:29]5[CH2:30][CH2:31][CH2:32][N:28]5[CH3:27])=[N:34][N:35]=4)[CH:38]=3)[CH2:44][CH2:45]2)=[O:24])[N:11]([C:12]2[CH:13]=[N:14][N:15]([CH2:17][CH2:18][OH:19])[CH:16]=2)[N:10]=1)([CH3:21])([CH3:22])[CH3:23], predict the reactants needed to synthesize it. The reactants are: ClC(Cl)(Cl)C[O:4][C:5](=[O:24])[NH:6][C:7]1[N:11]([C:12]2[CH:13]=[N:14][N:15]([CH2:17][CH2:18][OH:19])[CH:16]=2)[N:10]=[C:9]([C:20]([CH3:23])([CH3:22])[CH3:21])[CH:8]=1.[CH3:27][N:28]1[CH2:32][CH2:31][CH2:30][C@H:29]1[C:33]1[N:37]2[CH:38]=[C:39]([O:42][C@H:43]3[C:52]4[C:47](=[CH:48][CH:49]=[CH:50][CH:51]=4)[C@@H:46]([NH2:53])[CH2:45][CH2:44]3)[CH:40]=[CH:41][C:36]2=[N:35][N:34]=1.CCN(C(C)C)C(C)C. (6) Given the product [NH2:23][C:8]1[C:9]2[C:4](=[CH:3][C:2]([Cl:1])=[CH:11][CH:10]=2)[CH:5]([C:14]2[CH:19]=[CH:18][C:17]([N+:20]([O-:22])=[O:21])=[CH:16][CH:15]=2)[CH2:6][N:7]=1, predict the reactants needed to synthesize it. The reactants are: [Cl:1][C:2]1[CH:3]=[C:4]2[C:9](=[CH:10][CH:11]=1)[C:8](SC)=[N:7][CH2:6][CH:5]2[C:14]1[CH:19]=[CH:18][C:17]([N+:20]([O-:22])=[O:21])=[CH:16][CH:15]=1.[NH3:23].